From a dataset of Catalyst prediction with 721,799 reactions and 888 catalyst types from USPTO. Predict which catalyst facilitates the given reaction. (1) Reactant: C([NH:4][C:5]1[C:6]([N+:16]([O-:18])=[O:17])=[C:7]([C:12]([Br:15])=[CH:13][CH:14]=1)[C:8]([O:10][CH3:11])=[O:9])(=O)C.C(=O)([O-])O.[Na+]. Product: [NH2:4][C:5]1[C:6]([N+:16]([O-:18])=[O:17])=[C:7]([C:12]([Br:15])=[CH:13][CH:14]=1)[C:8]([O:10][CH3:11])=[O:9]. The catalyst class is: 5. (2) Reactant: [N+:1]([C:4]1[C:5]([O:23][CH2:24][CH2:25][O:26][CH3:27])=[CH:6][C:7]2[CH2:8][CH2:9][C@@H:10]3[C@@H:19]([C:20]=2[CH:21]=1)[CH2:18][CH2:17][C@@:15]1([CH3:16])[C@H:11]3[CH2:12][CH2:13][C:14]1=[O:22])([O-])=O.[OH-].[Na+].[O-]S(S([O-])=O)=O.[Na+].[Na+]. Product: [NH2:1][C:4]1[C:5]([O:23][CH2:24][CH2:25][O:26][CH3:27])=[CH:6][C:7]2[CH2:8][CH2:9][C@@H:10]3[C@@H:19]([C:20]=2[CH:21]=1)[CH2:18][CH2:17][C@@:15]1([CH3:16])[C@H:11]3[CH2:12][CH2:13][C:14]1=[O:22]. The catalyst class is: 95. (3) Reactant: [S:1]1[C:5]2[CH:6]=[CH:7][CH:8]=[C:9]([O:10][C:11]3[CH:16]=[CH:15][C:14]([NH:17][C:18]4[C:19]5[N:26]([CH2:27][CH2:28][NH:29]C(=O)OC(C)(C)C)[CH:25]=[CH:24][C:20]=5[N:21]=[CH:22][N:23]=4)=[CH:13][C:12]=3[Cl:37])[C:4]=2[CH:3]=[N:2]1.[ClH:38]. Product: [ClH:37].[ClH:38].[NH2:29][CH2:28][CH2:27][N:26]1[C:19]2[C:18]([NH:17][C:14]3[CH:15]=[CH:16][C:11]([O:10][C:9]4[C:4]5[CH:3]=[N:2][S:1][C:5]=5[CH:6]=[CH:7][CH:8]=4)=[C:12]([Cl:37])[CH:13]=3)=[N:23][CH:22]=[N:21][C:20]=2[CH:24]=[CH:25]1. The catalyst class is: 199.